Dataset: Reaction yield outcomes from USPTO patents with 853,638 reactions. Task: Predict the reaction yield, written as a fraction of the theoretical maximum amount of product (1.0 means a 100% yield; for example, 0.34 means a 34% yield). The reactants are [CH2:1]([O:3][C:4](=[O:39])[CH2:5][C:6]1([NH:21][C:22]([NH:24][C:25]2[CH:30]=[CH:29][C:28]([CH2:31][CH2:32][CH2:33][CH2:34][CH2:35][CH2:36][CH2:37][CH3:38])=[CH:27][CH:26]=2)=[O:23])[CH2:10][CH2:9][N:8](C(OCC2C=CC=CC=2)=O)[CH2:7]1)[CH3:2]. The catalyst is CCO.[Pd]. The product is [CH2:31]([C:28]1[CH:27]=[CH:26][C:25]([NH:24][C:22](=[O:23])[NH:21][C:6]2([CH2:5][C:4]([O:3][CH2:1][CH3:2])=[O:39])[CH2:10][CH2:9][NH:8][CH2:7]2)=[CH:30][CH:29]=1)[CH2:32][CH2:33][CH2:34][CH2:35][CH2:36][CH2:37][CH3:38]. The yield is 0.800.